From a dataset of Full USPTO retrosynthesis dataset with 1.9M reactions from patents (1976-2016). Predict the reactants needed to synthesize the given product. (1) Given the product [C:35]1([CH3:45])[CH:36]=[CH:37][C:38]([S:41]([OH:44])(=[O:42])=[O:43])=[CH:39][CH:40]=1.[CH2:30]([N:3]([CH2:1][CH3:2])[CH2:4][CH2:5][NH:6][C:7]([C:9]1[C:17]2[CH2:16][CH2:15][CH2:14]/[C:13](=[C:18]3/[C:19](=[O:28])[NH:20][C:21]4[C:26]/3=[CH:25][C:24]([F:27])=[CH:23][CH:22]=4)/[C:12]=2[NH:11][C:10]=1[CH3:29])=[O:8])[CH3:31], predict the reactants needed to synthesize it. The reactants are: [CH2:1]([N:3]([CH2:30][CH3:31])[CH2:4][CH2:5][NH:6][C:7]([C:9]1[C:17]2[CH2:16][CH2:15][CH2:14]/[C:13](=[C:18]3/[C:19](=[O:28])[NH:20][C:21]4[C:26]/3=[CH:25][C:24]([F:27])=[CH:23][CH:22]=4)/[C:12]=2[NH:11][C:10]=1[CH3:29])=[O:8])[CH3:2].C(#N)C.[C:35]1([CH3:45])[CH:40]=[CH:39][C:38]([S:41]([OH:44])(=[O:43])=[O:42])=[CH:37][CH:36]=1. (2) Given the product [CH3:1][O:2][C:3]1[CH:4]=[CH:5][C:6]([CH2:7][N:8]([CH3:33])[C:9]([C:11]2[CH:12]=[CH:13][C:14]([C:17]3[CH:22]=[C:21]([C:23]4[O:24][C:25]([CH3:28])=[N:26][N:27]=4)[CH:20]=[CH:19][C:18]=3[CH3:29])=[CH:15][CH:16]=2)=[O:10])=[CH:30][CH:31]=1, predict the reactants needed to synthesize it. The reactants are: [CH3:1][O:2][C:3]1[CH:31]=[CH:30][C:6]([CH2:7][NH:8][C:9]([C:11]2[CH:16]=[CH:15][C:14]([C:17]3[CH:22]=[C:21]([C:23]4[O:24][C:25]([CH3:28])=[N:26][N:27]=4)[CH:20]=[CH:19][C:18]=3[CH3:29])=[CH:13][CH:12]=2)=[O:10])=[CH:5][CH:4]=1.I[CH3:33].